This data is from TCR-epitope binding with 47,182 pairs between 192 epitopes and 23,139 TCRs. The task is: Binary Classification. Given a T-cell receptor sequence (or CDR3 region) and an epitope sequence, predict whether binding occurs between them. (1) The epitope is GPGHKARVL. The TCR CDR3 sequence is CSVVETVGETQYF. Result: 1 (the TCR binds to the epitope). (2) The epitope is SSTFNVPMEKLK. The TCR CDR3 sequence is CASSSTVVEQYF. Result: 0 (the TCR does not bind to the epitope). (3) The epitope is YLDAYNMMI. The TCR CDR3 sequence is CASSENPADRAQSYEQYF. Result: 0 (the TCR does not bind to the epitope).